Regression. Given a target protein amino acid sequence and a drug SMILES string, predict the binding affinity score between them. We predict pKi (pKi = -log10(Ki in M); higher means stronger inhibition). Dataset: bindingdb_ki. From a dataset of Drug-target binding data from BindingDB using Ki measurements. (1) The compound is O=C1NC[C@H](O)CCN1[C@@H]1O[C@H](CO)[C@@H](O)[C@H]1O. The target protein (P56389) has sequence MAQERPSCAVEPEHVQRLLLSSREAKKSAYCPYSRFPVGAALLTGDGRIFSGCNIENACYPLGVCAERTAIQKAISEGYKDFRAIAISSDLQEEFISPCGACRQVMREFGTDWAVYMTKPDGTFVVRTVQELLPASFGPEDLQKIQ. The pKi is 7.0. (2) The small molecule is CNc1nc(N)nc2c1ncn2[C@@H]1O[C@H](CO)[C@@H](O)[C@H]1O. The target protein (P28647) has sequence MKANNTTTSALWLQITYITMEAAIGLCAVVGNMLVIWVVKLNRTLRTTTFYFIVSLALADIAVGVLVIPLAIAVSLEVQMHFYACLFMSCVLLVFTHASIMSLLAIAVDRYLRVKLTVRYRTVTTQRRIWLFLGLCWLVSFLVGLTPMFGWNRKVTLELSQNSSTLSCHFRSVVGLDYMVFFSFITWILIPLVVMCIIYLDIFYIIRNKLSQNLTGFRETRAFYGREFKTAKSLFLVLFLFALCWLPLSIINFVSYFNVKIPEIAMCLGILLSHANSMMNPIVYACKIKKFKETYFVILRACRLCQTSDSLDSNLEQTTE. The pKi is 5.0.